Dataset: Retrosynthesis with 50K atom-mapped reactions and 10 reaction types from USPTO. Task: Predict the reactants needed to synthesize the given product. (1) Given the product COc1ccc(CC2c3cc(OC)c(OC)cc3CCCN2C(C(=O)NCCSC)c2ccccc2)cc1OC, predict the reactants needed to synthesize it. The reactants are: COc1ccc(CC2c3cc(OC)c(OC)cc3CCCN2C(C(=O)O)c2ccccc2)cc1OC.CSCCN. (2) Given the product COCCOC[C@H](CC1(C(=O)N[C@H]2CC[C@@H](C(=O)O)CC2)CCCC1)C(=O)Oc1ccc2c(c1)CCC2, predict the reactants needed to synthesize it. The reactants are: COCCOC[C@H](CC1(C(=O)N[C@H]2CC[C@@H](C(=O)OCc3ccccc3)CC2)CCCC1)C(=O)Oc1ccc2c(c1)CCC2. (3) Given the product C[SiH](C)O[C@@]1(CCOc2ccc(F)cc2CCc2ccc(F)c(F)c2)C[C@H](C(C)(C)C)CN1C(=O)OC(C)(C)C, predict the reactants needed to synthesize it. The reactants are: C[SiH](C)O[C@]1(CCBr)C[C@H](C(C)(C)C)CN1C(=O)OC(C)(C)C.Oc1ccc(F)cc1CCc1ccc(F)c(F)c1.